Dataset: NCI-60 drug combinations with 297,098 pairs across 59 cell lines. Task: Regression. Given two drug SMILES strings and cell line genomic features, predict the synergy score measuring deviation from expected non-interaction effect. (1) Drug 1: CN1CCC(CC1)COC2=C(C=C3C(=C2)N=CN=C3NC4=C(C=C(C=C4)Br)F)OC. Drug 2: CCC1(CC2CC(C3=C(CCN(C2)C1)C4=CC=CC=C4N3)(C5=C(C=C6C(=C5)C78CCN9C7C(C=CC9)(C(C(C8N6C=O)(C(=O)OC)O)OC(=O)C)CC)OC)C(=O)OC)O.OS(=O)(=O)O. Cell line: COLO 205. Synergy scores: CSS=53.7, Synergy_ZIP=5.40, Synergy_Bliss=8.27, Synergy_Loewe=-8.07, Synergy_HSA=2.08. (2) Drug 1: CC12CCC3C(C1CCC2=O)CC(=C)C4=CC(=O)C=CC34C. Drug 2: CCC1(CC2CC(C3=C(CCN(C2)C1)C4=CC=CC=C4N3)(C5=C(C=C6C(=C5)C78CCN9C7C(C=CC9)(C(C(C8N6C=O)(C(=O)OC)O)OC(=O)C)CC)OC)C(=O)OC)O.OS(=O)(=O)O. Cell line: NCI-H522. Synergy scores: CSS=41.9, Synergy_ZIP=1.42, Synergy_Bliss=2.42, Synergy_Loewe=-9.00, Synergy_HSA=5.41. (3) Drug 1: CC(C1=C(C=CC(=C1Cl)F)Cl)OC2=C(N=CC(=C2)C3=CN(N=C3)C4CCNCC4)N. Drug 2: CC1=C2C(C(=O)C3(C(CC4C(C3C(C(C2(C)C)(CC1OC(=O)C(C(C5=CC=CC=C5)NC(=O)OC(C)(C)C)O)O)OC(=O)C6=CC=CC=C6)(CO4)OC(=O)C)OC)C)OC. Cell line: A498. Synergy scores: CSS=26.6, Synergy_ZIP=-2.80, Synergy_Bliss=-5.59, Synergy_Loewe=-10.7, Synergy_HSA=-4.18. (4) Drug 1: C1=CC(=CC=C1CCC2=CNC3=C2C(=O)NC(=N3)N)C(=O)NC(CCC(=O)O)C(=O)O. Drug 2: C1=NC2=C(N1)C(=S)N=C(N2)N. Cell line: SK-MEL-28. Synergy scores: CSS=14.9, Synergy_ZIP=-2.22, Synergy_Bliss=-0.348, Synergy_Loewe=0.722, Synergy_HSA=1.46. (5) Drug 1: CC=C1C(=O)NC(C(=O)OC2CC(=O)NC(C(=O)NC(CSSCCC=C2)C(=O)N1)C(C)C)C(C)C. Drug 2: CN(CCCl)CCCl.Cl. Cell line: NCI-H322M. Synergy scores: CSS=41.7, Synergy_ZIP=3.11, Synergy_Bliss=3.90, Synergy_Loewe=-34.3, Synergy_HSA=3.00. (6) Cell line: HT29. Drug 2: C1CNP(=O)(OC1)N(CCCl)CCCl. Drug 1: C1=CC(=C2C(=C1NCCNCCO)C(=O)C3=C(C=CC(=C3C2=O)O)O)NCCNCCO. Synergy scores: CSS=45.2, Synergy_ZIP=0.981, Synergy_Bliss=-3.70, Synergy_Loewe=-38.6, Synergy_HSA=-3.13. (7) Cell line: PC-3. Drug 1: C1=NC2=C(N1)C(=S)N=C(N2)N. Drug 2: CCC1=C2CN3C(=CC4=C(C3=O)COC(=O)C4(CC)O)C2=NC5=C1C=C(C=C5)O. Synergy scores: CSS=22.2, Synergy_ZIP=-10.9, Synergy_Bliss=-4.42, Synergy_Loewe=-4.69, Synergy_HSA=-1.80. (8) Drug 1: CC1CCC2CC(C(=CC=CC=CC(CC(C(=O)C(C(C(=CC(C(=O)CC(OC(=O)C3CCCCN3C(=O)C(=O)C1(O2)O)C(C)CC4CCC(C(C4)OC)OCCO)C)C)O)OC)C)C)C)OC. Synergy scores: CSS=1.71, Synergy_ZIP=2.74, Synergy_Bliss=8.87, Synergy_Loewe=-1.08, Synergy_HSA=2.10. Drug 2: CC(C)CN1C=NC2=C1C3=CC=CC=C3N=C2N. Cell line: MDA-MB-435. (9) Drug 1: CC12CCC3C(C1CCC2=O)CC(=C)C4=CC(=O)C=CC34C. Drug 2: CN1C(=O)N2C=NC(=C2N=N1)C(=O)N. Cell line: HCC-2998. Synergy scores: CSS=34.5, Synergy_ZIP=3.01, Synergy_Bliss=2.29, Synergy_Loewe=-6.77, Synergy_HSA=-0.659. (10) Drug 1: C1CCC(C(C1)N)N.C(=O)(C(=O)[O-])[O-].[Pt+4]. Drug 2: CC12CCC3C(C1CCC2OP(=O)(O)O)CCC4=C3C=CC(=C4)OC(=O)N(CCCl)CCCl.[Na+]. Cell line: SK-OV-3. Synergy scores: CSS=4.28, Synergy_ZIP=-0.620, Synergy_Bliss=3.97, Synergy_Loewe=1.06, Synergy_HSA=1.32.